From a dataset of Forward reaction prediction with 1.9M reactions from USPTO patents (1976-2016). Predict the product of the given reaction. Given the reactants [CH2:1]([O:3][C:4]([NH:6][C:7]1[CH:8]=[CH:9][C:10]([N:14]2[CH2:18][CH2:17][C@@H:16]([NH:19][C:20]([O:22][C:23]([CH3:26])([CH3:25])[CH3:24])=[O:21])[CH2:15]2)=[C:11]([F:13])[CH:12]=1)=[O:5])[CH3:2].C[C:28](C)([O-:30])C.[Li+].C(OC(=O)CCC)[C@@H]1OC1.CO, predict the reaction product. The product is: [F:13][C:11]1[CH:12]=[C:7]([N:6]2[CH2:2][C@H:1]([CH2:28][OH:30])[O:3][C:4]2=[O:5])[CH:8]=[CH:9][C:10]=1[N:14]1[CH2:18][CH2:17][C@@H:16]([NH:19][C:20]([O:22][C:23]([CH3:25])([CH3:24])[CH3:26])=[O:21])[CH2:15]1.